Dataset: Forward reaction prediction with 1.9M reactions from USPTO patents (1976-2016). Task: Predict the product of the given reaction. Given the reactants [C:1]([O:8][CH2:9][CH2:10][CH2:11][CH2:12][CH2:13]C)(=[O:7])[CH2:2][CH2:3][CH2:4][CH2:5][CH3:6].C1(O)CCCC1, predict the reaction product. The product is: [C:1]([O:8][CH:9]1[CH2:10][CH2:11][CH2:12][CH2:13]1)(=[O:7])[CH2:2][CH2:3][CH2:4][CH2:5][CH3:6].